This data is from Forward reaction prediction with 1.9M reactions from USPTO patents (1976-2016). The task is: Predict the product of the given reaction. (1) Given the reactants [CH2:1]([O:5][C:6]1[N:14]=[C:13]2[C:9]([NH:10][C:11](=[O:27])[N:12]2[CH2:15][CH2:16][N:17]2[CH2:22][CH2:21][CH:20]([C:23]([O:25]C)=[O:24])[CH2:19][CH2:18]2)=[C:8]([NH2:28])[N:7]=1)[CH2:2][CH2:3][CH3:4].[OH-].[Li+], predict the reaction product. The product is: [CH2:1]([O:5][C:6]1[N:14]=[C:13]2[C:9]([NH:10][C:11](=[O:27])[N:12]2[CH2:15][CH2:16][N:17]2[CH2:18][CH2:19][CH:20]([C:23]([OH:25])=[O:24])[CH2:21][CH2:22]2)=[C:8]([NH2:28])[N:7]=1)[CH2:2][CH2:3][CH3:4]. (2) Given the reactants [F:1][CH:2]([F:14])[O:3][C:4]1[CH:13]=[C:12]2[C:7]([CH:8]=[CH:9][CH:10]=[N:11]2)=[CH:6][CH:5]=1.[BH3-]C#N.[Na+].B(F)(F)F.CCOCC.O, predict the reaction product. The product is: [F:14][CH:2]([F:1])[O:3][C:4]1[CH:13]=[C:12]2[C:7]([CH2:8][CH2:9][CH2:10][NH:11]2)=[CH:6][CH:5]=1. (3) Given the reactants [N:1]1[C:10]2[C:5](=[CH:6][CH:7]=[CH:8][CH:9]=2)[CH:4]=[C:3]([N:11]2[CH2:16][CH2:15][CH:14]([C:17]([OH:19])=O)[CH2:13][CH2:12]2)[CH:2]=1.BrC1C=NC2C(C=1)=CC=CC=2.[N:31]1[C:40]2[C:35](=[CH:36][CH:37]=[CH:38][CH:39]=2)[N:34]=[CH:33][C:32]=1[NH2:41], predict the reaction product. The product is: [N:31]1[C:40]2[C:35](=[CH:36][CH:37]=[CH:38][CH:39]=2)[N:34]=[CH:33][C:32]=1[NH:41][C:17]([CH:14]1[CH2:13][CH2:12][N:11]([C:3]2[CH:2]=[N:1][C:10]3[C:5]([CH:4]=2)=[CH:6][CH:7]=[CH:8][CH:9]=3)[CH2:16][CH2:15]1)=[O:19].